Dataset: Reaction yield outcomes from USPTO patents with 853,638 reactions. Task: Predict the reaction yield, written as a fraction of the theoretical maximum amount of product (1.0 means a 100% yield; for example, 0.34 means a 34% yield). (1) The reactants are O[N:2]=[C:3]([C:5]1[CH:14]=[C:13]2[C:8]([CH2:9][CH2:10][N:11]([C:15]([O:17][CH3:18])=[O:16])[CH2:12]2)=[CH:7][CH:6]=1)[CH3:4]. The catalyst is [Ni].CO.[OH-].[NH4+]. The product is [CH3:18][O:17][C:15]([N:11]1[CH2:10][CH2:9][C:8]2[C:13](=[CH:14][C:5]([CH:3]([NH2:2])[CH3:4])=[CH:6][CH:7]=2)[CH2:12]1)=[O:16]. The yield is 0.700. (2) The reactants are [F:1][C:2]1[CH:3]=[C:4]([CH2:9][NH2:10])[CH:5]=[CH:6][C:7]=1[F:8].FC1C=CC(CN)=CC=1.[Br:20][C:21]1[S:22][C:23]([C:27](O)=[O:28])=[C:24]([CH3:26])[N:25]=1. No catalyst specified. The product is [Br:20][C:21]1[S:22][C:23]([C:27]([NH:10][CH2:9][C:4]2[CH:5]=[CH:6][C:7]([F:8])=[C:2]([F:1])[CH:3]=2)=[O:28])=[C:24]([CH3:26])[N:25]=1. The yield is 0.500. (3) The reactants are CON(C)[C:4](=[O:22])[CH:5]([C:12]1[CH:17]=[CH:16][C:15]([S:18]([CH3:21])(=[O:20])=[O:19])=[CH:14][CH:13]=1)[CH2:6][CH:7]1[CH2:11][CH2:10][CH2:9][O:8]1.[CH:24]([Mg]Br)=[CH2:25].Cl. The catalyst is O1CCCC1. The product is [CH3:21][S:18]([C:15]1[CH:14]=[CH:13][C:12]([CH:5]([CH2:6][CH:7]2[CH2:11][CH2:10][CH2:9][O:8]2)[C:4](=[O:22])[CH:24]=[CH2:25])=[CH:17][CH:16]=1)(=[O:19])=[O:20]. The yield is 0.610. (4) The reactants are [C:1]([C:3]1([C:23]2[CH:28]=[CH:27][CH:26]=[CH:25][CH:24]=2)[CH2:8][CH2:7][N:6]([CH2:9][CH2:10][CH2:11]C2C=CC=C3C(NC(=O)C=23)=O)[CH2:5][CH2:4]1)#[N:2].[NH2:29]N. The catalyst is CO. The product is [C:1]([C:3]1([C:23]2[CH:28]=[CH:27][CH:26]=[CH:25][CH:24]=2)[CH2:8][CH2:7][N:6]([CH2:9][CH2:10][CH2:11][NH2:29])[CH2:5][CH2:4]1)#[N:2]. The yield is 0.960. (5) The reactants are [Br:1][C:2]1[O:3][C:4]([C:11](Cl)=[O:12])=[C:5]([C:7]([F:10])([F:9])[F:8])[N:6]=1.[NH2:14][C:15]1[CH:16]=[CH:17][C:18]([N:21]2[CH2:26][CH2:25][CH:24]([C:27]3[CH:32]=[CH:31][CH:30]=[CH:29][CH:28]=3)[CH2:23][CH2:22]2)=[N:19][CH:20]=1.C(N(CC)CC)C. The catalyst is C(Cl)Cl. The product is [Br:1][C:2]1[O:3][C:4]([C:11]([NH:14][C:15]2[CH:16]=[CH:17][C:18]([N:21]3[CH2:22][CH2:23][CH:24]([C:27]4[CH:28]=[CH:29][CH:30]=[CH:31][CH:32]=4)[CH2:25][CH2:26]3)=[N:19][CH:20]=2)=[O:12])=[C:5]([C:7]([F:10])([F:9])[F:8])[N:6]=1. The yield is 0.350. (6) The reactants are [Cl:1][C:2]1[C:7]([C:8]([CH3:10])=[CH2:9])=[CH:6][C:5]([NH2:11])=[C:4]([O:12][CH3:13])[CH:3]=1. The catalyst is CO.[Ni]. The product is [Cl:1][C:2]1[C:7]([CH:8]([CH3:10])[CH3:9])=[CH:6][C:5]([NH2:11])=[C:4]([O:12][CH3:13])[CH:3]=1. The yield is 0.930.